Dataset: Forward reaction prediction with 1.9M reactions from USPTO patents (1976-2016). Task: Predict the product of the given reaction. (1) The product is: [C:26]1([C:29]2[CH:30]=[CH:31][CH:32]=[CH:33][CH:34]=2)[CH:25]=[CH:24][C:23]([N:7]([C:4]2[CH:5]=[CH:6][C:1]([C:35]3[CH:40]=[CH:39][CH:38]=[CH:37][CH:36]=3)=[CH:2][CH:3]=2)[C:8]2[CH:13]=[CH:12][C:11]([C:42]3[CH:43]=[C:44]([C:48]4[CH:53]=[CH:52][CH:51]=[C:50]([N:54]5[C:66]6[CH:65]=[CH:64][CH:63]=[CH:62][C:61]=6[C:60]6[C:55]5=[CH:56][CH:57]=[CH:58][CH:59]=6)[CH:49]=4)[CH:45]=[CH:46][CH:47]=3)=[CH:10][CH:9]=2)=[CH:28][CH:27]=1. Given the reactants [C:1]1([C:35]2[CH:40]=[CH:39][CH:38]=[CH:37][CH:36]=2)[CH:6]=[CH:5][C:4]([N:7]([C:23]2[CH:28]=[CH:27][C:26]([C:29]3[CH:34]=[CH:33][CH:32]=[CH:31][CH:30]=3)=[CH:25][CH:24]=2)[C:8]2[CH:13]=[CH:12][C:11](B3OC(C)(C)C(C)(C)O3)=[CH:10][CH:9]=2)=[CH:3][CH:2]=1.Cl[C:42]1[CH:43]=[C:44]([C:48]2[CH:53]=[CH:52][CH:51]=[C:50]([N:54]3[C:66]4[CH:65]=[CH:64][CH:63]=[CH:62][C:61]=4[C:60]4[C:55]3=[CH:56][CH:57]=[CH:58][CH:59]=4)[CH:49]=2)[CH:45]=[CH:46][CH:47]=1.C([O-])([O-])=O.[Na+].[Na+].ClCCl, predict the reaction product. (2) Given the reactants [CH3:1][C@@H:2]([C@H:7]([C:11]1[CH:16]=[CH:15][C:14]([O:17]CC2C=CC=CC=2)=[CH:13][CH:12]=1)/[CH:8]=[CH:9]\[CH3:10])[C:3]([O:5][CH3:6])=[O:4].ClB(Cl)Cl.CSC.C(=O)(O)[O-].[Na+], predict the reaction product. The product is: [OH:17][C:14]1[CH:13]=[CH:12][C:11]([C@H:7](/[CH:8]=[CH:9]\[CH3:10])[C@H:2]([CH3:1])[C:3]([O:5][CH3:6])=[O:4])=[CH:16][CH:15]=1. (3) Given the reactants Br[C:2]1[C:10]2[O:9][C:8]([C:11]3[CH:36]=[CH:35][C:14]([C:15]([NH:17][CH2:18][CH:19]4[CH2:24][CH2:23][N:22]([C:25]5[CH:30]=[CH:29][C:28]([C:31]([F:34])([F:33])[F:32])=[CH:27][N:26]=5)[CH2:21][CH2:20]4)=[O:16])=[CH:13][CH:12]=3)=[N:7][C:6]=2[CH:5]=[C:4]([C:37]#[N:38])[CH:3]=1.[CH3:39]/[C:40](/B(O)O)=[CH:41]/[CH3:42], predict the reaction product. The product is: [C:37]([C:4]1[CH:3]=[C:2](/[C:40](/[CH3:39])=[CH:41]\[CH3:42])[C:10]2[O:9][C:8]([C:11]3[CH:36]=[CH:35][C:14]([C:15]([NH:17][CH2:18][CH:19]4[CH2:20][CH2:21][N:22]([C:25]5[CH:30]=[CH:29][C:28]([C:31]([F:32])([F:33])[F:34])=[CH:27][N:26]=5)[CH2:23][CH2:24]4)=[O:16])=[CH:13][CH:12]=3)=[N:7][C:6]=2[CH:5]=1)#[N:38]. (4) Given the reactants [NH2:1][C@:2]12[CH2:28][CH2:27][C@@H:26]([C:29]([CH3:31])=[CH2:30])[C@@H:3]1[C@@H:4]1[C@@:17]([CH3:20])([CH2:18][CH2:19]2)[C@@:16]2([CH3:21])[C@@H:7]([C@:8]3([CH3:25])[C@@H:13]([CH2:14][CH2:15]2)[C:12]([CH3:23])([CH3:22])[C:11](=[O:24])[CH2:10][CH2:9]3)[CH2:6][CH2:5]1.[OH-].[Na+].[C:34](O[C:34]([O:36][C:37]([CH3:40])([CH3:39])[CH3:38])=[O:35])([O:36][C:37]([CH3:40])([CH3:39])[CH3:38])=[O:35].CO, predict the reaction product. The product is: [CH3:20][C@:17]12[C@@:16]3([CH3:21])[C@@H:7]([C@:8]4([CH3:25])[C@@H:13]([CH2:14][CH2:15]3)[C:12]([CH3:22])([CH3:23])[C:11](=[O:24])[CH2:10][CH2:9]4)[CH2:6][CH2:5][C@@H:4]1[C@H:3]1[C@H:26]([C:29]([CH3:31])=[CH2:30])[CH2:27][CH2:28][C@:2]1([NH:1][C:34](=[O:35])[O:36][C:37]([CH3:40])([CH3:39])[CH3:38])[CH2:19][CH2:18]2. (5) Given the reactants [N+:1]([C:4]1[CH:5]=[C:6]2[C:10](=[CH:11][CH:12]=1)[CH2:9][N:8]([C:13]([NH:15][C:16]1[CH:21]=[CH:20][C:19]([C:22](=[O:27])[NH:23][CH2:24][CH2:25][CH3:26])=[CH:18][CH:17]=1)=[O:14])[CH2:7]2)([O-])=O.[H][H], predict the reaction product. The product is: [NH2:1][C:4]1[CH:5]=[C:6]2[C:10](=[CH:11][CH:12]=1)[CH2:9][N:8]([C:13]([NH:15][C:16]1[CH:21]=[CH:20][C:19]([C:22](=[O:27])[NH:23][CH2:24][CH2:25][CH3:26])=[CH:18][CH:17]=1)=[O:14])[CH2:7]2. (6) The product is: [F:8][C:9]([F:15])([F:14])[S:10]([O-:13])(=[O:12])=[O:11].[Fe+2:16].[F:8][C:9]([F:15])([F:14])[S:10]([O-:13])(=[O:12])=[O:11]. Given the reactants C(N(CC)CC)C.[F:8][C:9]([F:15])([F:14])[S:10]([O-:13])(=[O:12])=[O:11].[Fe+2:16].C(#N)C.C(#N)C.C(#N)C.C(#N)C.C(#N)C.C(#N)C.FC(F)(F)S([O-])(=O)=O.[S-]C#N.[Na+].[K+].[Br-], predict the reaction product.